From a dataset of Full USPTO retrosynthesis dataset with 1.9M reactions from patents (1976-2016). Predict the reactants needed to synthesize the given product. (1) Given the product [CH3:7][O:8][C:9]1[C:14]([CH3:15])=[CH:13][C:12]([PH:16][C:17]2[CH:22]=[C:21]([CH3:23])[C:20]([O:24][CH3:25])=[C:19]([CH3:26])[CH:18]=2)=[CH:11][C:10]=1[CH3:28].[BH3:5], predict the reactants needed to synthesize it. The reactants are: [Cl-].[Ce+3].[Cl-].[Cl-].[BH4-:5].[Na+].[CH3:7][O:8][C:9]1[C:14]([CH3:15])=[CH:13][C:12]([PH:16](=O)[C:17]2[CH:22]=[C:21]([CH3:23])[C:20]([O:24][CH3:25])=[C:19]([CH3:26])[CH:18]=2)=[CH:11][C:10]=1[CH3:28].[H-].[Al+3].[Li+].[H-].[H-].[H-].Cl. (2) The reactants are: C(=O)([O-])[O-].[Na+].[Na+].[CH2:7]([C:9]1[CH:14]=[CH:13][CH:12]=[C:11]([CH2:15][CH3:16])[C:10]=1B(O)O)[CH3:8].Br[C:21]1[S:22][CH:23]=[C:24]([CH3:26])[N:25]=1. Given the product [CH2:7]([C:9]1[CH:14]=[CH:13][CH:12]=[C:11]([CH2:15][CH3:16])[C:10]=1[C:21]1[S:22][CH:23]=[C:24]([CH3:26])[N:25]=1)[CH3:8], predict the reactants needed to synthesize it. (3) Given the product [ClH:1].[Cl:1][C:2]1[CH:3]=[C:4]([C@:9]2([CH2:23][O:24][CH2:26][C:27]([NH2:29])=[O:28])[O:15][CH2:14][CH2:13][NH:12][CH2:11][CH2:10]2)[CH:5]=[CH:6][C:7]=1[Cl:8], predict the reactants needed to synthesize it. The reactants are: [Cl:1][C:2]1[CH:3]=[C:4]([C@:9]2([CH2:23][OH:24])[O:15][CH2:14][CH2:13][N:12](C(OC(C)(C)C)=O)[CH2:11][CH2:10]2)[CH:5]=[CH:6][C:7]=1[Cl:8].Br[CH2:26][C:27]([NH2:29])=[O:28]. (4) Given the product [N:33]1[NH:40][N:41]=[N:42][C:32]=1/[CH:31]=[CH:30]/[C:27]1[CH:26]=[CH:25][C:24](/[C:8](/[C:9]2[CH:10]=[C:11]3[C:15](=[CH:16][CH:17]=2)[N:14]([CH:18]2[CH2:23][CH2:22][CH2:21][CH2:20][O:19]2)[N:13]=[CH:12]3)=[C:7](\[C:1]2[CH:2]=[CH:3][CH:4]=[CH:5][CH:6]=2)/[CH2:34][CH3:35])=[CH:29][CH:28]=1, predict the reactants needed to synthesize it. The reactants are: [C:1]1(/[C:7](/[CH2:34][CH3:35])=[C:8](\[C:24]2[CH:29]=[CH:28][C:27](/[CH:30]=[CH:31]/[C:32]#[N:33])=[CH:26][CH:25]=2)/[C:9]2[CH:10]=[C:11]3[C:15](=[CH:16][CH:17]=2)[N:14]([CH:18]2[CH2:23][CH2:22][CH2:21][CH2:20][O:19]2)[N:13]=[CH:12]3)[CH:6]=[CH:5][CH:4]=[CH:3][CH:2]=1.C[Si]([N:40]=[N+:41]=[N-:42])(C)C.C([Sn](=O)CCCC)CCC. (5) Given the product [NH2:8][CH2:7][CH2:9][CH2:10][CH2:11][N:12]1[C:17](=[O:18])[CH:16]=[C:15]([NH:19][C:20]2[CH:25]=[CH:24][C:23]([CH3:26])=[C:22]([CH2:27][CH3:28])[CH:21]=2)[NH:14][C:13]1=[O:29], predict the reactants needed to synthesize it. The reactants are: [H-].[Al+3].[Li+].[H-].[H-].[H-].[C:7]([CH2:9][CH2:10][CH2:11][N:12]1[C:17](=[O:18])[CH:16]=[C:15]([NH:19][C:20]2[CH:25]=[CH:24][C:23]([CH3:26])=[C:22]([CH2:27][CH3:28])[CH:21]=2)[NH:14][C:13]1=[O:29])#[N:8].